This data is from Full USPTO retrosynthesis dataset with 1.9M reactions from patents (1976-2016). The task is: Predict the reactants needed to synthesize the given product. (1) Given the product [CH3:1][C:2]1[N:3]([CH2:20][C:21]2[C:30]3[C:25](=[CH:26][CH:27]=[CH:28][CH:29]=3)[CH:24]=[CH:23][CH:22]=2)[C:4]2[CH:10]=[C:9]([N:11]3[CH2:16][CH2:15][O:14][CH2:13][CH2:12]3)[CH:8]=[C:7]([NH2:17])[C:5]=2[N:6]=1, predict the reactants needed to synthesize it. The reactants are: [CH3:1][C:2]1[N:3]([CH2:20][C:21]2[C:30]3[C:25](=[CH:26][CH:27]=[CH:28][CH:29]=3)[CH:24]=[CH:23][CH:22]=2)[C:4]2[CH:10]=[C:9]([N:11]3[CH2:16][CH2:15][O:14][CH2:13][CH2:12]3)[CH:8]=[C:7]([N+:17]([O-])=O)[C:5]=2[N:6]=1. (2) Given the product [N+:10]([CH2:13][CH2:6][CH2:5][C:3](=[O:4])[CH2:1][CH3:2])([O-:12])=[O:11], predict the reactants needed to synthesize it. The reactants are: [CH2:1]([C:3]([CH:5]=[CH2:6])=[O:4])[CH3:2].C[O-].[Na+].[N+:10]([CH3:13])([O-:12])=[O:11]. (3) Given the product [F:29][CH:2]([F:1])[O:3][C:4]1[CH:9]=[CH:8][C:7]([C:10]2[O:11][CH:12]=[C:13]([CH2:15][NH:16][C:17](=[O:27])[C:18]3[CH:23]=[CH:22][CH:21]=[CH:20][C:19]=3[O:24][CH2:25][CH3:26])[N:14]=2)=[CH:6][C:5]=1[O:28][CH:31]([CH3:33])[CH3:32], predict the reactants needed to synthesize it. The reactants are: [F:1][CH:2]([F:29])[O:3][C:4]1[CH:9]=[CH:8][C:7]([C:10]2[O:11][CH:12]=[C:13]([CH2:15][NH:16][C:17](=[O:27])[C:18]3[CH:23]=[CH:22][CH:21]=[CH:20][C:19]=3[O:24][CH2:25][CH3:26])[N:14]=2)=[CH:6][C:5]=1[OH:28].Br[CH:31]([CH3:33])[CH3:32]. (4) Given the product [NH2:18][C:10]1[O:11][C@H:12]([C:14]([F:17])([F:15])[F:16])[CH2:13][C@:8]([C:6]2[CH:7]=[C:2]([NH:1][C:39](=[O:40])[C:36]3[CH:35]=[CH:34][C:33]([C:31]#[N:32])=[CH:38][N:37]=3)[CH:3]=[CH:4][C:5]=2[F:21])([CH2:19][F:20])[N:9]=1, predict the reactants needed to synthesize it. The reactants are: [NH2:1][C:2]1[CH:3]=[CH:4][C:5]([F:21])=[C:6]([C@:8]2([CH2:19][F:20])[CH2:13][C@@H:12]([C:14]([F:17])([F:16])[F:15])[O:11][C:10]([NH2:18])=[N:9]2)[CH:7]=1.C(N(CC)C(C)C)(C)C.[C:31]([C:33]1[CH:34]=[CH:35][C:36]([C:39](O)=[O:40])=[N:37][CH:38]=1)#[N:32].CCCP1(OP(CCC)(=O)OP(CCC)(=O)O1)=O. (5) The reactants are: [Cl:1][C:2]1[CH:3]=[N:4][C:5]2[C:10]([C:11]=1[NH:12][C:13]([C@H:15]1[O:20][CH2:19][C@H:18]([NH:21]C(=O)OC(C)(C)C)[CH2:17][CH2:16]1)=[O:14])=[CH:9][C:8]([O:29][CH3:30])=[CH:7][CH:6]=2.FC1C=NC2C(C=1CC[C@H]1OC[C@H](N)CC1)=NC(OC)=CC=2. Given the product [NH2:21][C@H:18]1[CH2:19][O:20][C@H:15]([C:13]([NH:12][C:11]2[C:10]3[C:5](=[CH:6][CH:7]=[C:8]([O:29][CH3:30])[CH:9]=3)[N:4]=[CH:3][C:2]=2[Cl:1])=[O:14])[CH2:16][CH2:17]1, predict the reactants needed to synthesize it.